This data is from Full USPTO retrosynthesis dataset with 1.9M reactions from patents (1976-2016). The task is: Predict the reactants needed to synthesize the given product. Given the product [Cl:16][C:17]1[CH:18]=[C:19]([NH:24][C:25](=[S:26])[NH:1][C:2]2[N:7]=[C:6]([NH:8][CH2:9][CH2:10][CH2:11][N:12]([CH3:13])[CH3:14])[CH:5]=[C:4]([CH3:15])[CH:3]=2)[CH:20]=[CH:21][C:22]=1[Cl:23], predict the reactants needed to synthesize it. The reactants are: [NH2:1][C:2]1[N:7]=[C:6]([NH:8][CH2:9][CH2:10][CH2:11][N:12]([CH3:14])[CH3:13])[CH:5]=[C:4]([CH3:15])[CH:3]=1.[Cl:16][C:17]1[CH:18]=[C:19]([N:24]=[C:25]=[S:26])[CH:20]=[CH:21][C:22]=1[Cl:23].